This data is from Reaction yield outcomes from USPTO patents with 853,638 reactions. The task is: Predict the reaction yield, written as a fraction of the theoretical maximum amount of product (1.0 means a 100% yield; for example, 0.34 means a 34% yield). (1) The reactants are [Cl:1][C:2]1[C:3]([NH:17][C:18]2C=[CH:24][CH:23]=[CH:22][C:19]=2C#N)=[CH:4][C:5]([NH:8][C:9]2[N:13]([CH2:14][CH3:15])[N:12]=[C:11]([CH3:16])[CH:10]=2)=[N:6][CH:7]=1.[OH-].[Na+].[C:28]([O:31]CC)(=[O:30])[CH3:29]. The catalyst is O1CCOCC1. The product is [Cl:1][C:2]1[C:3]([NH:17][C:18]2[CH:19]=[CH:22][CH:23]=[CH:24][C:29]=2[C:28]([OH:31])=[O:30])=[CH:4][C:5]([NH:8][C:9]2[N:13]([CH2:14][CH3:15])[N:12]=[C:11]([CH3:16])[CH:10]=2)=[N:6][CH:7]=1. The yield is 0.661. (2) The product is [C:11]1([CH2:10][CH2:9][NH:8][CH2:1][CH2:2][CH2:3][CH2:4][CH2:5][CH2:6][CH3:7])[CH:16]=[CH:15][CH:14]=[CH:13][CH:12]=1. The yield is 0.701. The catalyst is C1COCC1. The reactants are [CH2:1]([NH:8][C:9](=O)[CH2:10][C:11]1[CH:16]=[CH:15][CH:14]=[CH:13][CH:12]=1)[CH2:2][CH2:3][CH2:4][CH2:5][CH2:6][CH3:7].B.CSC.Cl. (3) The reactants are [OH-:1].[K+].FC(F)(F)C([N:7]1[CH2:16][CH2:15][C:14]2[C:9](=[CH:10][C:11]([S:17]([NH:20][CH2:21][CH2:22][C@@H:23]3[CH2:27][CH2:26][CH2:25][N:24]3[CH3:28])(=[O:19])=[O:18])=[CH:12][CH:13]=2)[CH2:8]1)=[O:6].[ClH:31]. No catalyst specified. The product is [OH2:6].[ClH:31].[ClH:31].[CH3:28][N:24]1[CH2:25][CH2:26][CH2:27][C@H:23]1[CH2:22][CH2:21][NH:20][S:17]([C:11]1[CH:10]=[C:9]2[C:14]([CH2:15][CH2:16][NH:7][CH2:8]2)=[CH:13][CH:12]=1)(=[O:19])=[O:18].[OH2:1].[OH2:6].[CH3:28][N:24]1[CH2:25][CH2:26][CH2:27][C@H:23]1[CH2:22][CH2:21][NH:20][S:17]([C:11]1[CH:10]=[C:9]2[C:14]([CH2:15][CH2:16][NH:7][CH2:8]2)=[CH:13][CH:12]=1)(=[O:19])=[O:18].[ClH:31].[ClH:31]. The yield is 0.870. (4) The reactants are [CH3:1][C:2]1[C:6]([C:7]([O:9][CH2:10][CH3:11])=[O:8])=[CH:5][NH:4][N:3]=1.Br[C:13]1[C:18]([CH2:19][O:20][CH3:21])=[CH:17][CH:16]=[CH:15][N:14]=1. No catalyst specified. The product is [CH3:21][O:20][CH2:19][C:18]1[C:13]([N:4]2[CH:5]=[C:6]([C:7]([O:9][CH2:10][CH3:11])=[O:8])[C:2]([CH3:1])=[N:3]2)=[N:14][CH:15]=[CH:16][CH:17]=1. The yield is 0.830. (5) The yield is 0.400. The catalyst is C(OCC)(=O)C. The reactants are Cl[CH2:2][C:3]1[CH:4]=[C:5]([CH:14]=[CH:15][CH:16]=1)[O:6][C:7]1[CH:12]=[C:11]([CH3:13])[CH:10]=[CH:9][N:8]=1.[CH2:17]([O:19][P:20]([O:24]CC)[O:21][CH2:22][CH3:23])[CH3:18].O. The product is [CH2:17]([O:19][P:20]([CH2:2][C:3]1[CH:16]=[CH:15][CH:14]=[C:5]([O:6][C:7]2[CH:12]=[C:11]([CH3:13])[CH:10]=[CH:9][N:8]=2)[CH:4]=1)(=[O:24])[O:21][CH2:22][CH3:23])[CH3:18]. (6) The reactants are [Cl:1][C:2]1[CH:7]=[CH:6][C:5]([CH2:8]Cl)=[CH:4][N:3]=1.Cl.[Cl:11][CH2:12][CH2:13][CH2:14][NH2:15].C(N(CC)CC)C.[OH-].[Na+]. The yield is 0.870. The catalyst is C(#N)C. The product is [Cl:11][CH2:12][CH2:13][CH2:14][NH:15][CH2:8][C:5]1[CH:4]=[N:3][C:2]([Cl:1])=[CH:7][CH:6]=1. (7) The reactants are C([O:3][P:4]([CH2:9][CH2:10][NH:11][C:12]([C:14]1[C:15]2[CH:16]=[CH:17][CH:18]=[N:19][C:20]=2[C:21]([O:36]C(C2C=CC=CC=2)C2C=CC=CC=2)=[C:22]2[C:26](=[O:27])[N:25]([CH2:28][C:29]3[CH:34]=[CH:33][C:32]([F:35])=[CH:31][CH:30]=3)[CH2:24][C:23]=12)=[O:13])(=[O:8])[O:5]CC)C.C[Si](Br)(C)C. The catalyst is ClCCl. The product is [F:35][C:32]1[CH:31]=[CH:30][C:29]([CH2:28][N:25]2[C:26](=[O:27])[C:22]3[C:23](=[C:14]([C:12]([NH:11][CH2:10][CH2:9][P:4](=[O:3])([OH:5])[OH:8])=[O:13])[C:15]4[CH:16]=[CH:17][CH:18]=[N:19][C:20]=4[C:21]=3[OH:36])[CH2:24]2)=[CH:34][CH:33]=1. The yield is 0.520.